This data is from Reaction yield outcomes from USPTO patents with 853,638 reactions. The task is: Predict the reaction yield, written as a fraction of the theoretical maximum amount of product (1.0 means a 100% yield; for example, 0.34 means a 34% yield). (1) The reactants are [C:1]([NH:9][NH2:10])(=[O:8])[C:2]1[CH:7]=[CH:6][CH:5]=[CH:4][CH:3]=1.CN1CCCC1=O.[CH3:18][C:19]1[C:27]([CH3:28])=[CH:26][CH:25]=[CH:24][C:20]=1[C:21](Cl)=[O:22]. The catalyst is O. The product is [CH3:18][C:19]1[C:27]([CH3:28])=[CH:26][CH:25]=[CH:24][C:20]=1[C:21]([NH:10][NH:9][C:1](=[O:8])[C:2]1[CH:7]=[CH:6][CH:5]=[CH:4][CH:3]=1)=[O:22]. The yield is 0.910. (2) The reactants are F[C:2]1[CH:9]=[CH:8][C:5]([C:6]#[N:7])=[CH:4][CH:3]=1.[NH:10]1[CH2:15][CH2:14][O:13][CH2:12][CH2:11]1. The catalyst is CS(C)=O.O. The product is [O:13]1[CH2:14][CH2:15][N:10]([C:2]2[CH:9]=[CH:8][C:5]([C:6]#[N:7])=[CH:4][CH:3]=2)[CH2:11][CH2:12]1. The yield is 0.790. (3) The reactants are [H-].[Na+].[C:3]([O:7][C:8](=[O:21])[NH:9][C@@H:10]1[C:19]2[C:14](=[CH:15][CH:16]=[CH:17][CH:18]=2)[C@@H:13]([OH:20])[CH2:12][CH2:11]1)([CH3:6])([CH3:5])[CH3:4].[Cl:22][C:23]1[CH:28]=[C:27]([N+]([O-])=O)[CH:26]=[CH:25][N:24]=1. The catalyst is CN(C=O)C.O. The product is [C:3]([O:7][C:8](=[O:21])[NH:9][C@@H:10]1[C:19]2[C:14](=[CH:15][CH:16]=[CH:17][CH:18]=2)[C@@H:13]([O:20][C:27]2[CH:26]=[CH:25][N:24]=[C:23]([Cl:22])[CH:28]=2)[CH2:12][CH2:11]1)([CH3:6])([CH3:4])[CH3:5]. The yield is 0.950. (4) The reactants are [N:1]1([C:7]2[CH:19]=[C:18]([C:20]([O:22][CH3:23])=[O:21])[C:10]3[NH:11][C:12]([C:14]([F:17])([F:16])[F:15])=[N:13][C:9]=3[CH:8]=2)[CH2:6][CH2:5][O:4][CH2:3][CH2:2]1.C(=O)([O-])[O-].[K+].[K+].Br[CH2:31][C:32]1[C:41]2[C:36](=[CH:37][CH:38]=[CH:39][CH:40]=2)[CH:35]=[CH:34][CH:33]=1. The catalyst is CN(C)C=O. The product is [N:1]1([C:7]2[CH:19]=[C:18]([C:20]([O:22][CH3:23])=[O:21])[C:10]3[N:11]=[C:12]([C:14]([F:17])([F:15])[F:16])[N:13]([CH2:31][C:32]4[C:41]5[C:36](=[CH:37][CH:38]=[CH:39][CH:40]=5)[CH:35]=[CH:34][CH:33]=4)[C:9]=3[CH:8]=2)[CH2:6][CH2:5][O:4][CH2:3][CH2:2]1. The yield is 0.692. (5) The yield is 0.549. The catalyst is CC#N. The reactants are [N:1]12[CH2:8][CH2:7][C:4]([C:9]([C:17]3[CH:22]=[CH:21][CH:20]=[CH:19][CH:18]=3)([C:11]3[CH:16]=[CH:15][CH:14]=[CH:13][CH:12]=3)[OH:10])([CH2:5][CH2:6]1)[CH2:3][CH2:2]2.[Br:23][CH2:24][CH3:25]. The product is [Br-:23].[CH2:24]([N+:1]12[CH2:6][CH2:5][C:4]([C:9]([OH:10])([C:17]3[CH:22]=[CH:21][CH:20]=[CH:19][CH:18]=3)[C:11]3[CH:12]=[CH:13][CH:14]=[CH:15][CH:16]=3)([CH2:3][CH2:2]1)[CH2:7][CH2:8]2)[CH3:25]. (6) The reactants are [Br:1][C:2]1[CH:3]=[CH:4][C:5]([NH:8][C:9]([C:11]2[CH:16]=[C:15]([O:17][CH3:18])[C:14]([O:19][CH3:20])=[C:13]([O:21][CH3:22])[C:12]=2[N+:23]([O-])=O)=[O:10])=[N:6][CH:7]=1.[Sn](Cl)(Cl)(Cl)Cl. The catalyst is C(OCC)(=O)C. The product is [NH2:23][C:12]1[C:13]([O:21][CH3:22])=[C:14]([O:19][CH3:20])[C:15]([O:17][CH3:18])=[CH:16][C:11]=1[C:9]([NH:8][C:5]1[CH:4]=[CH:3][C:2]([Br:1])=[CH:7][N:6]=1)=[O:10]. The yield is 0.770. (7) The reactants are [C:1]1([CH3:11])[CH:6]=[CH:5][C:4]([S:7](Cl)(=[O:9])=[O:8])=[CH:3][CH:2]=1.[O:12]1[CH2:16][CH:15]=[CH:14][C@H:13]1[C@@H:17]([OH:30])[CH2:18][NH:19][C:20](=[O:29])[O:21][CH2:22][C:23]1[CH:28]=[CH:27][CH:26]=[CH:25][CH:24]=1. The catalyst is N1C=CC=CC=1.O. The product is [CH3:11][C:1]1[CH:6]=[CH:5][C:4]([S:7]([O:30][C@H:17]([C@@H:13]2[CH:14]=[CH:15][CH2:16][O:12]2)[CH2:18][NH:19][C:20]([O:21][CH2:22][C:23]2[CH:24]=[CH:25][CH:26]=[CH:27][CH:28]=2)=[O:29])(=[O:9])=[O:8])=[CH:3][CH:2]=1. The yield is 0.830. (8) The reactants are [C:1]([O:5][C:6]([N:8]1[CH2:13][CH2:12][N:11]([C:14]2[CH:22]=[CH:21][C:17]([C:18](O)=[O:19])=[CH:16][C:15]=2[CH3:23])[CH2:10][CH2:9]1)=[O:7])([CH3:4])([CH3:3])[CH3:2].Cl.CN.Cl.[CH2:28]([N:30]=C=NCCCN(C)C)C.O.N1(O)C2C=CC=CC=2N=N1.CN1CCOCC1. The catalyst is CN(C=O)C.O. The product is [CH3:23][C:15]1[CH:16]=[C:17]([C:18](=[O:19])[NH:30][CH3:28])[CH:21]=[CH:22][C:14]=1[N:11]1[CH2:12][CH2:13][N:8]([C:6]([O:5][C:1]([CH3:2])([CH3:4])[CH3:3])=[O:7])[CH2:9][CH2:10]1. The yield is 0.910.